Dataset: Forward reaction prediction with 1.9M reactions from USPTO patents (1976-2016). Task: Predict the product of the given reaction. (1) Given the reactants [CH3:1][C:2]1[C:10]2[N:9]=[CH:8][N:7]([CH:11]3[CH2:16][CH2:15][CH2:14][CH2:13][O:12]3)[C:6]=2[CH:5]=[CH:4][C:3]=1[C:17]#[N:18], predict the reaction product. The product is: [CH3:1][C:2]1[C:10]2[N:9]=[CH:8][N:7]([CH:11]3[CH2:16][CH2:15][CH2:14][CH2:13][O:12]3)[C:6]=2[CH:5]=[CH:4][C:3]=1[CH2:17][NH2:18]. (2) Given the reactants [Br:1]Br.[CH3:3][O:4][C:5](=[O:14])[C:6]([CH3:13])([CH3:12])[C:7](=[O:11])[CH2:8][CH2:9][CH3:10], predict the reaction product. The product is: [CH3:3][O:4][C:5](=[O:14])[C:6]([CH3:13])([CH3:12])[C:7](=[O:11])[CH:8]([Br:1])[CH2:9][CH3:10]. (3) The product is: [CH3:3][N:2]([CH2:4][C:5]1([C:11]2[CH:16]=[CH:15][C:14]([O:17][CH2:19][CH2:20][CH2:21][N:22]([CH:24]([CH3:26])[CH3:25])[CH3:23])=[CH:13][CH:12]=2)[CH2:6][CH2:7][O:8][CH2:9][CH2:10]1)[CH3:1]. Given the reactants [CH3:1][N:2]([CH2:4][C:5]1([C:11]2[CH:16]=[CH:15][C:14]([OH:17])=[CH:13][CH:12]=2)[CH2:10][CH2:9][O:8][CH2:7][CH2:6]1)[CH3:3].Cl[CH2:19][CH2:20][CH2:21][N:22]([CH:24]([CH3:26])[CH3:25])[CH3:23].C([O-])([O-])=O.[K+].[K+], predict the reaction product. (4) The product is: [CH2:1]([S:8][C:9]1[NH:14][C:13](=[O:15])[C:12]([OH:16])=[C:11]([C:18]([F:21])([F:19])[F:20])[N:10]=1)[C:2]1[CH:3]=[CH:4][CH:5]=[CH:6][CH:7]=1. Given the reactants [CH2:1]([S:8][C:9]1[NH:14][C:13](=[O:15])[C:12]([O:16]C)=[C:11]([C:18]([F:21])([F:20])[F:19])[N:10]=1)[C:2]1[CH:7]=[CH:6][CH:5]=[CH:4][CH:3]=1.B(Br)(Br)Br.[OH-].[Na+], predict the reaction product. (5) The product is: [Cl:1][C:2]1[CH:7]=[CH:6][C:5]([CH:8]([C:34]2[CH:35]=[CH:36][C:37]([Cl:40])=[CH:38][CH:39]=2)[C:9]2[CH:10]=[C:11]3[C:16](=[CH:17][CH:18]=2)[N:15]=[CH:14][N:13]=[C:12]3[NH:19][CH:20]2[CH2:25][CH2:24][N:23]([S:26]([CH2:29][CH2:30][OH:31])(=[O:28])=[O:27])[CH2:22][CH2:21]2)=[CH:4][CH:3]=1. Given the reactants [Cl:1][C:2]1[CH:7]=[CH:6][C:5]([CH:8]([C:34]2[CH:39]=[CH:38][C:37]([Cl:40])=[CH:36][CH:35]=2)[C:9]2[CH:10]=[C:11]3[C:16](=[CH:17][CH:18]=2)[N:15]=[CH:14][N:13]=[C:12]3[NH:19][CH:20]2[CH2:25][CH2:24][N:23]([S:26]([CH2:29][C:30](OC)=[O:31])(=[O:28])=[O:27])[CH2:22][CH2:21]2)=[CH:4][CH:3]=1.O1CCCC1.[Li+].[OH-], predict the reaction product. (6) Given the reactants C(Cl)(=O)C(Cl)=O.CS(C)=O.[N:11]1[CH:16]=[CH:15][C:14]([CH2:17][CH2:18][CH2:19][OH:20])=[CH:13][CH:12]=1.C([O-])(O)=O.[Na+], predict the reaction product. The product is: [N:11]1[CH:16]=[CH:15][C:14]([CH2:17][CH2:18][CH:19]=[O:20])=[CH:13][CH:12]=1.